This data is from Catalyst prediction with 721,799 reactions and 888 catalyst types from USPTO. The task is: Predict which catalyst facilitates the given reaction. (1) Reactant: CO[C:3](=[O:19])[C:4]1[C:9]([NH:10][C:11]([CH:13]2[CH2:15][CH2:14]2)=[O:12])=[CH:8][CH:7]=[C:6]([F:16])[C:5]=1[CH2:17]Br.CCN(CC)CC.[CH2:27]([O:29][C:30]1[CH:31]=[C:32]([C@H:38]([NH2:44])[CH2:39][S:40]([CH3:43])(=[O:42])=[O:41])[CH:33]=[CH:34][C:35]=1[O:36][CH3:37])[CH3:28]. Product: [CH2:27]([O:29][C:30]1[CH:31]=[C:32]([C@H:38]([N:44]2[C:3](=[O:19])[C:4]3[C:5](=[C:6]([F:16])[CH:7]=[CH:8][C:9]=3[NH:10][C:11]([CH:13]3[CH2:14][CH2:15]3)=[O:12])[CH2:17]2)[CH2:39][S:40]([CH3:43])(=[O:42])=[O:41])[CH:33]=[CH:34][C:35]=1[O:36][CH3:37])[CH3:28]. The catalyst class is: 3. (2) Reactant: [CH:1]1([CH2:7][C@H:8]([NH:16][C:17](=[O:23])[O:18][C:19]([CH3:22])([CH3:21])[CH3:20])[C@H:9](OS(C)(=O)=O)[CH3:10])[CH2:6][CH2:5][CH2:4][CH2:3][CH2:2]1.CN(C=O)C.[N-:29]=[N+:30]=[N-:31].[Na+]. Product: [N:29]([C@@H:9]([CH3:10])[C@@H:8]([NH:16][C:17](=[O:23])[O:18][C:19]([CH3:22])([CH3:21])[CH3:20])[CH2:7][CH:1]1[CH2:6][CH2:5][CH2:4][CH2:3][CH2:2]1)=[N+:30]=[N-:31]. The catalyst class is: 161. (3) Reactant: [N+:1]([C:4]1[CH:5]=[C:6]2[C:10](=[CH:11][CH:12]=1)[NH:9][N:8]=[CH:7]2)([O-:3])=[O:2].[F:13][C:14]1[CH:15]=[C:16]([CH:19]=[CH:20][CH:21]=1)[CH2:17]Cl.C([O-])([O-])=O.[K+].[K+].O. Product: [F:13][C:14]1[CH:15]=[C:16]([CH:19]=[CH:20][CH:21]=1)[CH2:17][N:9]1[C:10]2[C:6](=[CH:5][C:4]([N+:1]([O-:3])=[O:2])=[CH:12][CH:11]=2)[CH:7]=[N:8]1. The catalyst class is: 3. (4) Reactant: [CH3:1][O:2][C:3]1[CH:4]=[C:5]([N:12]2[C:16](=[O:17])[NH:15][N:14]=[N:13]2)[CH:6]=[C:7]([N+:9]([O-:11])=[O:10])[CH:8]=1.[CH3:18]N(C=O)C.C([O-])([O-])=O.[K+].[K+].IC. Product: [CH3:1][O:2][C:3]1[CH:4]=[C:5]([N:12]2[C:16](=[O:17])[N:15]([CH3:18])[N:14]=[N:13]2)[CH:6]=[C:7]([N+:9]([O-:11])=[O:10])[CH:8]=1. The catalyst class is: 229. (5) Product: [Cl:8][C:6]1[N:7]=[C:2]([NH:31][CH2:30][C:29]2[CH:32]=[CH:33][C:34]([O:36][CH3:37])=[CH:35][C:28]=2[O:27][CH3:26])[C:3](=[O:25])[N:4]([CH:9]2[CH2:14][CH2:13][CH2:12][N:11]([C:15]([O:17][CH2:18][C:19]3[CH:24]=[CH:23][CH:22]=[CH:21][CH:20]=3)=[O:16])[CH2:10]2)[CH:5]=1. Reactant: Cl[C:2]1[C:3](=[O:25])[N:4]([CH:9]2[CH2:14][CH2:13][CH2:12][N:11]([C:15]([O:17][CH2:18][C:19]3[CH:24]=[CH:23][CH:22]=[CH:21][CH:20]=3)=[O:16])[CH2:10]2)[CH:5]=[C:6]([Cl:8])[N:7]=1.[CH3:26][O:27][C:28]1[CH:35]=[C:34]([O:36][CH3:37])[CH:33]=[CH:32][C:29]=1[CH2:30][NH2:31].C(OCC)(=O)C. The catalyst class is: 10. (6) Reactant: [CH2:1]([O:8][C:9]([CH2:11][O:12][C:13]1[CH:31]=[CH:30][C:29]([Cl:32])=[CH:28][C:14]=1[CH2:15][C:16]1[CH:26]=[C:25]([Cl:27])[CH:24]=[CH:23][C:17]=1[O:18][CH2:19][C:20](O)=[O:21])=[O:10])[C:2]1[CH:7]=[CH:6][CH:5]=[CH:4][CH:3]=1.[CH3:33]CN(C(C)C)C(C)C.CN(C(ON1N=[N:57][C:52]2C=[CH:54][CH:55]=[N:56][C:51]1=2)=[N+](C)C)C.F[P-](F)(F)(F)(F)F.CN1CCCCC1. Product: [CH2:1]([O:8][C:9](=[O:10])[CH2:11][O:12][C:13]1[CH:31]=[CH:30][C:29]([Cl:32])=[CH:28][C:14]=1[CH2:15][C:16]1[CH:26]=[C:25]([Cl:27])[CH:24]=[CH:23][C:17]=1[O:18][CH2:19][C:20]([N:56]1[CH2:51][CH2:52][N:57]([CH3:33])[CH2:54][CH2:55]1)=[O:21])[C:2]1[CH:7]=[CH:6][CH:5]=[CH:4][CH:3]=1. The catalyst class is: 2.